From a dataset of Catalyst prediction with 721,799 reactions and 888 catalyst types from USPTO. Predict which catalyst facilitates the given reaction. (1) Reactant: [C:1]1(=[O:5])[O:4][CH2:3][CH2:2]1.[C:6]([C:8]1[C:16]2[CH2:15][CH2:14][NH:13][CH2:12][C:11]=2[S:10][C:9]=1[NH:17][C:18](=[O:27])[CH2:19][CH2:20][C:21]1[CH:26]=[CH:25][CH:24]=[CH:23][CH:22]=1)#[N:7]. Product: [C:6]([C:8]1[C:16]2[CH2:15][CH2:14][N:13]([C:1](=[O:5])[CH2:2][CH2:3][OH:4])[CH2:12][C:11]=2[S:10][C:9]=1[NH:17][C:18](=[O:27])[CH2:19][CH2:20][C:21]1[CH:26]=[CH:25][CH:24]=[CH:23][CH:22]=1)#[N:7]. The catalyst class is: 17. (2) Reactant: [Br:1][C:2]1[CH:3]=[C:4]2[CH2:10][CH2:9][NH:8][C:5]2=[N:6][CH:7]=1.ClC(Cl)(Cl)[C:13]([N:15]=C=O)=[O:14].[OH-].[K+]. Product: [Br:1][C:2]1[CH:3]=[C:4]2[CH2:10][CH2:9][N:8]([C:13]([NH2:15])=[O:14])[C:5]2=[N:6][CH:7]=1. The catalyst class is: 2.